From a dataset of Choline transporter screen with 302,306 compounds. Binary Classification. Given a drug SMILES string, predict its activity (active/inactive) in a high-throughput screening assay against a specified biological target. (1) The compound is o1c2c(n3c(c(=O)n(nc3)CCCC(=O)NCCc3c(OC)cc(OC)cc3)c2)cc1. The result is 0 (inactive). (2) The drug is O(\N=C(\CC)C)c1nc(cc(n1)C)C. The result is 0 (inactive). (3) The compound is s1c(C=2N([O-])C([N+](=O)C2)(C)C)ccc1. The result is 0 (inactive). (4) The compound is O=c1n(n(c(c1NC(=O)Nc1cc([N+]([O-])=O)ccc1)C)C)c1ccccc1. The result is 0 (inactive).